Dataset: Full USPTO retrosynthesis dataset with 1.9M reactions from patents (1976-2016). Task: Predict the reactants needed to synthesize the given product. (1) The reactants are: C([O:3][C:4]([C:6]1[C:7](Cl)=[C:8]2[C:14]([CH3:15])=[N:13][N:12]([C:16]3[CH:21]=[CH:20][C:19]([O:22][CH3:23])=[CH:18][CH:17]=3)[C:9]2=[N:10][CH:11]=1)=[O:5])C.[OH-:25].[K+].Cl. Given the product [OH:25][C:7]1[C:6]([C:4]([OH:3])=[O:5])=[CH:11][N:10]=[C:9]2[N:12]([C:16]3[CH:21]=[CH:20][C:19]([O:22][CH3:23])=[CH:18][CH:17]=3)[N:13]=[C:14]([CH3:15])[C:8]=12, predict the reactants needed to synthesize it. (2) Given the product [Cl:1][C:2]1[N:6]2[C:7]3[CH:31]=[CH:30][C:29]([Cl:32])=[CH:28][C:8]=3[CH:9]([C:18]3[CH:23]=[CH:22][CH:21]=[C:20]([O:24][CH3:25])[C:19]=3[O:26][CH3:27])[O:10][CH:11]([CH2:12][CH2:13][OH:14])[C:5]2=[N:4][C:3]=1[Cl:33], predict the reactants needed to synthesize it. The reactants are: [Cl:1][C:2]1[N:6]2[C:7]3[CH:31]=[CH:30][C:29]([Cl:32])=[CH:28][C:8]=3[CH:9]([C:18]3[CH:23]=[CH:22][CH:21]=[C:20]([O:24][CH3:25])[C:19]=3[O:26][CH3:27])[O:10][CH:11]([CH2:12][CH:13]3OCC[O:14]3)[C:5]2=[N:4][C:3]=1[Cl:33].Cl(O)(=O)(=O)=O. (3) Given the product [NH:20]([C:27]1[N:28]([C:47]2[CH:48]=[CH:49][CH:50]=[CH:51][CH:52]=2)[C:29]2[C:34]([C:35](=[O:37])[CH:36]=1)=[C:33]([C:38]([F:40])([F:41])[F:39])[CH:32]=[C:31]([S:42]([CH2:43][CH2:44][CH2:45][CH3:46])(=[O:2])=[O:1])[N:30]=2)[C:21]1[CH:22]=[CH:23][CH:24]=[CH:25][CH:26]=1, predict the reactants needed to synthesize it. The reactants are: [OH2:1].[O-2:2].[O-2].[O-2].O=[Si]=O.O=[Si]=O.O=[Si]=O.O=[Si]=O.[Al+3].[Al+3].O.[NH:20]([C:27]1[N:28]([C:47]2[CH:52]=[CH:51][CH:50]=[CH:49][CH:48]=2)[C:29]2[C:34]([C:35](=[O:37])[CH:36]=1)=[C:33]([C:38]([F:41])([F:40])[F:39])[CH:32]=[C:31]([S:42][CH2:43][CH2:44][CH2:45][CH3:46])[N:30]=2)[C:21]1[CH:26]=[CH:25][CH:24]=[CH:23][CH:22]=1.OOS([O-])=O.[K+]. (4) Given the product [C:36]([C:10]1[C:11](=[O:35])[N:12]([CH3:34])[C:13]2[C:18]([C:9]=1[NH:8][C:6](=[O:7])[CH2:5][OH:4])=[CH:17][C:16]([C:19]1[CH:20]=[CH:21][C:22]([Cl:25])=[CH:23][CH:24]=1)=[C:15]([C:26]1[CH:31]=[CH:30][C:29]([Cl:32])=[CH:28][C:27]=1[Cl:33])[N:14]=2)(=[O:38])[CH3:37], predict the reactants needed to synthesize it. The reactants are: C([O:4][CH2:5][C:6]([NH:8][C:9]1[C:18]2[C:13](=[N:14][C:15]([C:26]3[CH:31]=[CH:30][C:29]([Cl:32])=[CH:28][C:27]=3[Cl:33])=[C:16]([C:19]3[CH:24]=[CH:23][C:22]([Cl:25])=[CH:21][CH:20]=3)[CH:17]=2)[N:12]([CH3:34])[C:11](=[O:35])[C:10]=1[C:36](=[O:38])[CH3:37])=[O:7])(=O)C.C([O-])([O-])=O.[Cs+].[Cs+]. (5) Given the product [CH:35]([C:37]1[O:1][N:2]=[C:3]([C:5]2[CH:33]=[CH:32][C:8]([C:9]([NH:11][CH2:12][CH2:13][NH:14][C:15]([C:17]3[C:18]([C:28]([F:31])([F:30])[F:29])=[N:19][N:20]([C:22]4[CH:27]=[CH:26][CH:25]=[CH:24][CH:23]=4)[CH:21]=3)=[O:16])=[O:10])=[CH:7][N:6]=2)[N:4]=1)([CH3:36])[CH3:34], predict the reactants needed to synthesize it. The reactants are: [OH:1][N:2]=[C:3]([C:5]1[CH:33]=[CH:32][C:8]([C:9]([NH:11][CH2:12][CH2:13][NH:14][C:15]([C:17]2[C:18]([C:28]([F:31])([F:30])[F:29])=[N:19][N:20]([C:22]3[CH:27]=[CH:26][CH:25]=[CH:24][CH:23]=3)[CH:21]=2)=[O:16])=[O:10])=[CH:7][N:6]=1)[NH2:4].[C:34](Cl)(=O)[CH:35]([CH3:37])[CH3:36]. (6) Given the product [Cl:17][C:16]1[C:2]([Cl:1])=[CH:3][C:4]2[NH:8][C:7]([C:9]([OH:14])(/[CH:19]=[CH:20]/[CH3:21])[C:10]([F:13])([F:11])[F:12])=[N:6][C:5]=2[CH:15]=1, predict the reactants needed to synthesize it. The reactants are: [Cl:1][C:2]1[C:16]([Cl:17])=[CH:15][C:5]2[NH:6][C:7]([C:9](=[O:14])[C:10]([F:13])([F:12])[F:11])=[N:8][C:4]=2[CH:3]=1.Br/[CH:19]=[CH:20]/[CH3:21].II.[Mg]. (7) Given the product [CH3:13][C:9]1[CH:8]=[C:7]([CH:16]=[O:17])[CH:12]=[CH:11][N:10]=1, predict the reactants needed to synthesize it. The reactants are: C([Li])CCC.Br[C:7]1[CH:12]=[CH:11][N:10]=[C:9]([CH3:13])[CH:8]=1.CN(C)[CH:16]=[O:17].